From a dataset of CYP2D6 inhibition data for predicting drug metabolism from PubChem BioAssay. Regression/Classification. Given a drug SMILES string, predict its absorption, distribution, metabolism, or excretion properties. Task type varies by dataset: regression for continuous measurements (e.g., permeability, clearance, half-life) or binary classification for categorical outcomes (e.g., BBB penetration, CYP inhibition). Dataset: cyp2d6_veith. The compound is [N-]=[N+]=CC(=O)COC(=O)c1ccccc1. The result is 0 (non-inhibitor).